Dataset: Forward reaction prediction with 1.9M reactions from USPTO patents (1976-2016). Task: Predict the product of the given reaction. (1) Given the reactants FC(F)(F)S([O:6][Si:7]([CH3:10])([CH3:9])[CH3:8])(=O)=O.[C:13]([O:17][C:18]([N:20]1[CH2:25][CH2:24][C:23](=O)[CH:22]([CH3:27])[CH2:21]1)=[O:19])([CH3:16])([CH3:15])[CH3:14].C(N(CC)CC)C, predict the reaction product. The product is: [C:13]([O:17][C:18]([N:20]1[CH2:25][CH2:24][C:23]([O:6][Si:7]([CH3:10])([CH3:9])[CH3:8])=[C:22]([CH3:27])[CH2:21]1)=[O:19])([CH3:16])([CH3:14])[CH3:15]. (2) Given the reactants C([O:8][C:9]1[CH:22]=[CH:21][C:12]([NH:13][C:14]2[CH:19]=[CH:18][C:17]([F:20])=[CH:16][CH:15]=2)=[CH:11][CH:10]=1)C1C=CC=CC=1.CCOC(C)=O, predict the reaction product. The product is: [F:20][C:17]1[CH:18]=[CH:19][C:14]([NH:13][C:12]2[CH:21]=[CH:22][C:9]([OH:8])=[CH:10][CH:11]=2)=[CH:15][CH:16]=1. (3) Given the reactants CS(O[CH2:6][CH:7]1[CH:12]2[CH2:13][C:14]([CH3:17])([CH3:16])[O:15][C:11]2=[C:10]([CH3:18])[C:9]([CH3:19])=[C:8]1[N+:20]([O-:22])=[O:21])(=O)=O.[NH:23]1[CH2:28][CH2:27][CH:26]([N:29]2[CH:33]=[CH:32][C:31]([C:34]3[CH:39]=[CH:38][CH:37]=[CH:36][CH:35]=3)=[N:30]2)[CH2:25][CH2:24]1.C(=O)([O-])[O-].[Na+].[Na+], predict the reaction product. The product is: [N+:20]([C:8]1[CH:7]([CH2:6][N:23]2[CH2:24][CH2:25][CH:26]([N:29]3[CH:33]=[CH:32][C:31]([C:34]4[CH:39]=[CH:38][CH:37]=[CH:36][CH:35]=4)=[N:30]3)[CH2:27][CH2:28]2)[CH:12]2[CH2:13][C:14]([CH3:17])([CH3:16])[O:15][C:11]2=[C:10]([CH3:18])[C:9]=1[CH3:19])([O-:22])=[O:21]. (4) Given the reactants [C:1]([C:4]1[S:8][C:7]([N:9]2[CH2:13][CH2:12][N:11]([CH2:14][C:15]3[CH:20]=[CH:19][C:18]([C:21]([F:24])([F:23])[F:22])=[CH:17][CH:16]=3)[C:10]2=[O:25])=[N:6][C:5]=1[CH3:26])(=[O:3])[CH3:2].CO[C:29](OC)([N:31]([CH3:33])[CH3:32])[CH3:30], predict the reaction product. The product is: [CH3:32][N:31]([CH3:33])/[C:29](/[CH3:30])=[CH:2]/[C:1]([C:4]1[S:8][C:7]([N:9]2[CH2:13][CH2:12][N:11]([CH2:14][C:15]3[CH:20]=[CH:19][C:18]([C:21]([F:22])([F:24])[F:23])=[CH:17][CH:16]=3)[C:10]2=[O:25])=[N:6][C:5]=1[CH3:26])=[O:3]. (5) Given the reactants [CH2:1]([O:8][C:9](Cl)=[O:10])[C:2]1[CH:7]=[CH:6][CH:5]=[CH:4][CH:3]=1.[NH2:12][CH2:13][C:14]1[CH:21]=[CH:20][C:17]([CH2:18][NH2:19])=[CH:16][CH:15]=1.C(N(CC)CC)C, predict the reaction product. The product is: [CH2:1]([O:8][C:9](=[O:10])[NH:12][CH2:13][C:14]1[CH:21]=[CH:20][C:17]([CH2:18][NH2:19])=[CH:16][CH:15]=1)[C:2]1[CH:7]=[CH:6][CH:5]=[CH:4][CH:3]=1. (6) Given the reactants [S:1]1[C:5]2[C:6]([C:10]([OH:12])=O)=[CH:7][CH:8]=[CH:9][C:4]=2[N:3]=[N:2]1.C1(C)C=CC=CC=1.S(Cl)([Cl:22])=O, predict the reaction product. The product is: [S:1]1[C:5]2[C:6]([C:10]([Cl:22])=[O:12])=[CH:7][CH:8]=[CH:9][C:4]=2[N:3]=[N:2]1.